This data is from Catalyst prediction with 721,799 reactions and 888 catalyst types from USPTO. The task is: Predict which catalyst facilitates the given reaction. (1) Reactant: [CH:1]([O:4][C:5]1[CH:14]=[C:13]([C:15]([F:18])([F:17])[F:16])[C:12]2[C:7](=[CH:8][CH:9]=[C:10]3[NH:22][C@H:21]([CH3:23])[CH2:20][O:19][C:11]3=2)[N:6]=1)([CH3:3])[CH3:2].C([O-])([O-])=O.[K+].[K+].[CH2:30](Br)[CH:31]=[CH2:32].Cl. Product: [CH2:32]([N:22]1[C:10]2[C:11](=[C:12]3[C:7](=[CH:8][CH:9]=2)[N:6]=[C:5]([O:4][CH:1]([CH3:3])[CH3:2])[CH:14]=[C:13]3[C:15]([F:18])([F:17])[F:16])[O:19][CH2:20][C@H:21]1[CH3:23])[CH:31]=[CH2:30]. The catalyst class is: 18. (2) Reactant: [NH2:1][C:2]1[N:7]=[C:6]([CH3:8])[C:5]([CH:9]=[O:10])=[C:4]([NH:11][CH2:12][CH2:13][CH2:14][CH2:15][CH3:16])[N:3]=1.[BH4-].[Na+]. Product: [NH2:1][C:2]1[N:7]=[C:6]([CH3:8])[C:5]([CH2:9][OH:10])=[C:4]([NH:11][CH2:12][CH2:13][CH2:14][CH2:15][CH3:16])[N:3]=1. The catalyst class is: 5. (3) Reactant: C([O:8][C:9]1[C:10]2[N:11]([C:18]([CH3:22])=[C:19]([CH3:21])[N:20]=2)[CH:12]=[C:13]([CH2:15][O:16][CH3:17])[CH:14]=1)C1C=CC=CC=1. Product: [OH:8][C:9]1[C:10]2[N:11]([C:18]([CH3:22])=[C:19]([CH3:21])[N:20]=2)[CH:12]=[C:13]([CH2:15][O:16][CH3:17])[CH:14]=1. The catalyst class is: 29.